The task is: Predict which catalyst facilitates the given reaction.. This data is from Catalyst prediction with 721,799 reactions and 888 catalyst types from USPTO. (1) Product: [Cl:24][C:20]1[CH:19]=[C:18]([C:17]2[C:4]([C:5]([NH:7][CH2:8][CH:9]=[CH:10][C:11]3[CH:16]=[CH:15][CH:14]=[CH:13][CH:12]=3)=[O:6])=[C:1]([CH3:2])[N:29]=[C:27]([S:28][CH3:35])[N:26]=2)[CH:23]=[CH:22][CH:21]=1. The catalyst class is: 3. Reactant: [C:1]([C:4](=[CH:17][C:18]1[CH:23]=[CH:22][CH:21]=[C:20]([Cl:24])[CH:19]=1)[C:5]([NH:7][CH2:8][CH:9]=[CH:10][C:11]1[CH:16]=[CH:15][CH:14]=[CH:13][CH:12]=1)=[O:6])(=O)[CH3:2].C[NH:26][C:27](=[NH:29])[SH:28].S([O-])([O-])(=O)=O.[C:35]([O-])(=O)C.[Na+]. (2) Reactant: [CH:1]([C:4]1[CH:9]=[CH:8][C:7]([C:10]2[N:11]=[C:12]([NH2:15])[S:13][CH:14]=2)=[CH:6][CH:5]=1)([CH3:3])[CH3:2].[CH:16]1([C:20](Cl)=[O:21])[CH2:19][CH2:18][CH2:17]1.N1C=CC=CC=1. Product: [CH:1]([C:4]1[CH:5]=[CH:6][C:7]([C:10]2[N:11]=[C:12]([NH:15][C:20]([CH:16]3[CH2:19][CH2:18][CH2:17]3)=[O:21])[S:13][CH:14]=2)=[CH:8][CH:9]=1)([CH3:3])[CH3:2]. The catalyst class is: 2. (3) Reactant: [Cl-].[Al+3].[Cl-].[Cl-].[N-:5]=[N+:6]=[N-:7].[Na+].[Br:9][C:10]1[C:11]([CH3:19])=[C:12]([CH:16]=[CH:17][CH:18]=1)C(Cl)=O.[N:20]([O-])=O.[Na+].Cl.[O:25]1[CH2:29]CCC1. Product: [CH3:19][C:11]1[C:10]([Br:9])=[CH:18][CH:17]=[CH:16][C:12]=1[N:5]1[C:29](=[O:25])[NH:20][N:7]=[N:6]1. The catalyst class is: 6. (4) Reactant: [ClH:1].[F:2][C:3]([F:25])([F:24])[S:4]([NH:7][CH2:8][CH2:9][CH2:10][N:11]1[CH2:21][C:20]2[N:22]3[C:13](=[CH:14][N:15]=[C:16]3[CH:17]=[CH:18][CH:19]=2)[C:12]1=[O:23])(=[O:6])=[O:5]. Product: [ClH:1].[F:24][C:3]([F:2])([F:25])[S:4]([NH:7][CH2:8][CH2:9][CH2:10][N:11]1[CH2:21][C:20]2[N:22]3[C:13](=[CH:14][N:15]=[C:16]3[CH:17]=[CH:18][CH:19]=2)[C:12]1=[O:23])(=[O:5])=[O:6]. The catalyst class is: 8. (5) The catalyst class is: 20. Reactant: [F:1][C:2]1[CH:12]=[CH:11][C:5]([CH2:6]P(=O)([O-])[O-])=[CH:4][CH:3]=1.C1OCCOCCOCCOCCOC1.[H-].[Na+].[C:30]([O:34][C:35]([N:37]1[CH2:42][CH2:41][C:40](=O)[CH2:39][CH2:38]1)=[O:36])([CH3:33])([CH3:32])[CH3:31]. Product: [C:30]([O:34][C:35]([N:37]1[CH2:42][CH2:41][C:40](=[CH:6][C:5]2[CH:11]=[CH:12][C:2]([F:1])=[CH:3][CH:4]=2)[CH2:39][CH2:38]1)=[O:36])([CH3:33])([CH3:31])[CH3:32].